This data is from Forward reaction prediction with 1.9M reactions from USPTO patents (1976-2016). The task is: Predict the product of the given reaction. (1) The product is: [F:1][C:2]1[CH:8]=[CH:7][CH:6]=[CH:5][C:3]=1[NH:4][CH2:19][C:18]1[CH:21]=[CH:22][CH:23]=[CH:24][C:17]=1[N+:14]([O-:16])=[O:15]. Given the reactants [F:1][C:2]1[CH:8]=[CH:7][CH:6]=[CH:5][C:3]=1[NH2:4].C([Li])CCC.[N+:14]([C:17]1[CH:24]=[CH:23][CH:22]=[CH:21][C:18]=1[CH2:19]Br)([O-:16])=[O:15], predict the reaction product. (2) Given the reactants [CH:1]1([S:4]([O:7][CH2:8][CH2:9][CH2:10][CH3:11])(=[O:6])=[O:5])[CH2:3][CH2:2]1.C([Li])CCC.[O:17]1[CH:19]([CH3:20])[CH2:18]1.B(F)(F)F.CCOCC, predict the reaction product. The product is: [OH:17][CH:19]([CH3:20])[CH2:18][C:1]1([S:4]([O:7][CH2:8][CH2:9][CH2:10][CH3:11])(=[O:6])=[O:5])[CH2:3][CH2:2]1. (3) The product is: [CH3:12][Si:2]([CH3:13])([CH:22]1[C:23]2[C:28](=[CH:27][CH:26]=[CH:25][CH:24]=2)[C:20]([C:14]2[CH:19]=[CH:18][CH:17]=[CH:16][CH:15]=2)=[CH:21]1)[CH:3]1[C:7]([CH3:8])=[C:6]([CH3:9])[C:5]([CH3:10])=[C:4]1[CH3:11]. Given the reactants Cl[Si:2]([CH3:13])([CH3:12])[CH:3]1[C:7]([CH3:8])=[C:6]([CH3:9])[C:5]([CH3:10])=[C:4]1[CH3:11].[C:14]1([C-:20]2[C:28]3[C:23](=[CH:24][CH:25]=[CH:26][CH:27]=3)[CH:22]=[CH:21]2)[CH:19]=[CH:18][CH:17]=[CH:16][CH:15]=1.[Li+], predict the reaction product. (4) Given the reactants Br[C:2]1[C:6]2=[N:7][CH:8]=[CH:9][CH:10]=[C:5]2[N:4]([C:11]2[C:16]([Cl:17])=[CH:15][C:14]([C:18]([F:21])([F:20])[F:19])=[CH:13][C:12]=2[Cl:22])[CH:3]=1.C([Li])CCC.[F:28][C:29]([F:34])([F:33])[C:30](=[O:32])[CH3:31].C([O-])(O)=O.[Na+], predict the reaction product. The product is: [Cl:22][C:12]1[CH:13]=[C:14]([C:18]([F:21])([F:20])[F:19])[CH:15]=[C:16]([Cl:17])[C:11]=1[N:4]1[C:5]2[C:6](=[N:7][CH:8]=[CH:9][CH:10]=2)[C:2]([C:30]([OH:32])([CH3:31])[C:29]([F:34])([F:33])[F:28])=[CH:3]1. (5) Given the reactants [C:1]([CH2:4][C:5](=[O:7])[CH3:6])(=O)[CH3:2].[I:8][C:9]1[CH:10]=[C:11]([CH:13]=[C:14]([C:16]([F:19])([F:18])[F:17])[CH:15]=1)[NH2:12].C1(C)C=CC(S(O)(=O)=O)=CC=1, predict the reaction product. The product is: [I:8][C:9]1[CH:10]=[C:11]([NH:12][C:1]([CH3:2])=[CH:4][C:5](=[O:7])[CH3:6])[CH:13]=[C:14]([C:16]([F:18])([F:19])[F:17])[CH:15]=1. (6) Given the reactants C([NH:4][C:5]12[CH2:14][C:9]3([CH3:15])[CH2:10][CH:11]([CH2:13][C:7]([CH3:16])([CH2:8]3)[CH2:6]1)[CH2:12]2)(=O)C.[ClH:17], predict the reaction product. The product is: [ClH:17].[NH2:4][C:5]12[CH2:6][C:7]3([CH3:16])[CH2:13][CH:11]([CH2:10][C:9]([CH3:15])([CH2:8]3)[CH2:14]1)[CH2:12]2. (7) Given the reactants [CH2:1]([O:3][C:4]([C:6]1[C:10]([O:11][CH2:12][CH:13]=O)=[C:9]([C:15]2[CH:20]=[CH:19][C:18]([Cl:21])=[CH:17][CH:16]=2)[N:8]([C:22]2[CH:27]=[CH:26][CH:25]=[CH:24][C:23]=2[Cl:28])[N:7]=1)=[O:5])[CH3:2].[F:29][C:30]([F:34])([F:33])[CH2:31][NH2:32].C(O[BH-](OC(=O)C)OC(=O)C)(=O)C.[Na+].C(O)(=O)C, predict the reaction product. The product is: [CH2:1]([O:3][C:4]([C:6]1[C:10]([O:11][CH2:12][CH2:13][NH:32][CH2:31][C:30]([F:34])([F:33])[F:29])=[C:9]([C:15]2[CH:16]=[CH:17][C:18]([Cl:21])=[CH:19][CH:20]=2)[N:8]([C:22]2[CH:27]=[CH:26][CH:25]=[CH:24][C:23]=2[Cl:28])[N:7]=1)=[O:5])[CH3:2].